This data is from Forward reaction prediction with 1.9M reactions from USPTO patents (1976-2016). The task is: Predict the product of the given reaction. (1) The product is: [NH:1]1[C:5]2[CH:6]=[CH:7][C:8]([O:10][C:11]3[CH:16]=[CH:15][C:14]([C:17](=[O:19])[CH3:18])=[CH:13][CH:12]=3)=[CH:9][C:4]=2[N:3]=[CH:2]1. Given the reactants [NH:1]1[C:5]2[CH:6]=[CH:7][C:8]([O:10][C:11]3[CH:16]=[CH:15][C:14]([CH:17]([OH:19])[CH3:18])=[CH:13][CH:12]=3)=[CH:9][C:4]=2[N:3]=[CH:2]1.C(Cl)(Cl)Cl.NC1C=C(OC2C=CC(C(O)C)=CC=2)C=CC=1N, predict the reaction product. (2) The product is: [ClH:36].[ClH:36].[CH:1]1([CH2:4][NH:5][C@@H:13]2[CH2:15][C@H:14]2[C:16]2[CH:17]=[C:18]([CH:19]=[CH:20][CH:21]=2)[C:22]([NH:23][CH:24]2[CH2:29][CH2:28][N:27]([CH2:30][C:31]([F:34])([F:33])[F:32])[CH2:26][CH2:25]2)=[O:35])[CH2:2][CH2:3]1. Given the reactants [CH:1]1([CH2:4][N:5]([C@@H:13]2[CH2:15][C@H:14]2[C:16]2[CH:21]=[CH:20][CH:19]=[C:18]([C:22](=[O:35])[NH:23][CH:24]3[CH2:29][CH2:28][N:27]([CH2:30][C:31]([F:34])([F:33])[F:32])[CH2:26][CH2:25]3)[CH:17]=2)C(=O)OC(C)(C)C)[CH2:3][CH2:2]1.[ClH:36].C(OCC)(=O)C, predict the reaction product. (3) Given the reactants [S:1]1[CH:5]=[CH:4][CH:3]=[C:2]1[SH:6].Br[CH2:8][CH2:9][CH2:10][NH:11][C:12](=[O:14])[CH3:13].C([O-])([O-])=O.[K+].[K+], predict the reaction product. The product is: [S:1]1[CH:5]=[CH:4][CH:3]=[C:2]1[S:6][CH2:8][CH2:9][CH2:10][NH:11][C:12](=[O:14])[CH3:13]. (4) Given the reactants [CH:1]([C:4]1[CH:5]=[CH:6][N:7]2[C:12]=1[C:11](=O)[NH:10][CH:9]=[N:8]2)([CH3:3])[CH3:2].P(Cl)(Cl)([Cl:16])=O, predict the reaction product. The product is: [Cl:16][C:11]1[C:12]2=[C:4]([CH:1]([CH3:3])[CH3:2])[CH:5]=[CH:6][N:7]2[N:8]=[CH:9][N:10]=1. (5) Given the reactants [N+:1]([C:4]1[CH:5]=[CH:6][CH:7]=[C:8]2[C:13]=1[CH:12]=[C:11]([C:14]([OH:16])=O)[CH:10]=[CH:9]2)([O-:3])=[O:2].S(Cl)(Cl)=O.[NH4+:21].[OH-], predict the reaction product. The product is: [N+:1]([C:4]1[CH:5]=[CH:6][CH:7]=[C:8]2[C:13]=1[CH:12]=[C:11]([C:14]([NH2:21])=[O:16])[CH:10]=[CH:9]2)([O-:3])=[O:2]. (6) Given the reactants Br[C:2]1[CH:11]=[CH:10][C:5]([C:6]([O:8]C)=[O:7])=[CH:4][C:3]=1[CH3:12].[F:13][C:14]([F:25])([F:24])[C:15]1[CH:20]=[CH:19][CH:18]=[CH:17][C:16]=1B(O)O.C(=O)([O-])[O-].[K+].[K+].[OH-].[Na+], predict the reaction product. The product is: [CH3:12][C:3]1[CH:4]=[C:5]([C:6]([OH:8])=[O:7])[CH:10]=[CH:11][C:2]=1[C:16]1[CH:17]=[CH:18][CH:19]=[CH:20][C:15]=1[C:14]([F:25])([F:24])[F:13]. (7) Given the reactants [NH2:1][C@:2]1([C:14](OC)=[O:15])[CH2:6][CH2:5][C@@H:4]([C:7]2[CH:12]=[CH:11][C:10]([Br:13])=[CH:9][CH:8]=2)[CH2:3]1.[BH4-].[Na+], predict the reaction product. The product is: [NH2:1][C@:2]1([CH2:14][OH:15])[CH2:6][CH2:5][C@@H:4]([C:7]2[CH:12]=[CH:11][C:10]([Br:13])=[CH:9][CH:8]=2)[CH2:3]1. (8) Given the reactants [C:1]1([C:10]2[CH:15]=[CH:14][CH:13]=[CH:12][CH:11]=2)[CH:6]=[CH:5][C:4]([C:7]([OH:9])=O)=[CH:3][CH:2]=1.ON1C2C=CC=CC=2N=N1.C(N=C=NCCCN(C)C)C.CN1CCOCC1.[NH2:44][C:45]1[CH:50]=[CH:49][CH:48]=[CH:47][C:46]=1[NH:51][C:52]([C:54]1[S:55][C:56]2[CH2:57][NH:58][CH2:59][CH2:60][C:61]=2[N:62]=1)=[O:53], predict the reaction product. The product is: [NH2:44][C:45]1[CH:50]=[CH:49][CH:48]=[CH:47][C:46]=1[NH:51][C:52]([C:54]1[S:55][C:56]2[CH2:57][N:58]([C:7]([C:4]3[CH:3]=[CH:2][C:1]([C:10]4[CH:15]=[CH:14][CH:13]=[CH:12][CH:11]=4)=[CH:6][CH:5]=3)=[O:9])[CH2:59][CH2:60][C:61]=2[N:62]=1)=[O:53]. (9) Given the reactants [I:1][C:2]1[CH:7]=[CH:6][CH:5]=[CH:4][C:3]=1[CH2:8][C:9]([OH:11])=O.S(Cl)(Cl)=O.[NH2:16][C:17]1[N:22]=[C:21]([C:23]2[O:24][CH:25]=[CH:26][CH:27]=2)[C:20]([C:28]#[N:29])=[C:19]([S:30][CH3:31])[N:18]=1.N1C=CC=CC=1, predict the reaction product. The product is: [C:28]([C:20]1[C:21]([C:23]2[O:24][CH:25]=[CH:26][CH:27]=2)=[N:22][C:17]([NH:16][C:9](=[O:11])[CH2:8][C:3]2[CH:4]=[CH:5][CH:6]=[CH:7][C:2]=2[I:1])=[N:18][C:19]=1[S:30][CH3:31])#[N:29].